This data is from Forward reaction prediction with 1.9M reactions from USPTO patents (1976-2016). The task is: Predict the product of the given reaction. (1) Given the reactants [H-].[Na+].[NH:3]1[C:11]2[C:6](=[CH:7][C:8]([N:12]3[CH2:17][CH2:16][N:15]([C:18]([O:20][C:21]([CH3:24])([CH3:23])[CH3:22])=[O:19])[CH2:14][CH2:13]3)=[CH:9][CH:10]=2)[CH:5]=[CH:4]1.[C:25]1([S:31][S:31][C:25]2[CH:30]=[CH:29][CH:28]=[CH:27][CH:26]=2)[CH:30]=[CH:29][CH:28]=[CH:27][CH:26]=1.O, predict the reaction product. The product is: [C:21]([O:20][C:18]([N:15]1[CH2:14][CH2:13][N:12]([C:8]2[CH:7]=[C:6]3[C:11](=[CH:10][CH:9]=2)[NH:3][CH:4]=[C:5]3[S:31][C:25]2[CH:30]=[CH:29][CH:28]=[CH:27][CH:26]=2)[CH2:17][CH2:16]1)=[O:19])([CH3:24])([CH3:23])[CH3:22]. (2) Given the reactants [F:1][C:2]1[CH:7]=[CH:6][C:5]([N:8]=[C:9]=[O:10])=[CH:4][CH:3]=1.[N:11]1([CH:16]([C:20]2[CH:25]=[CH:24][C:23]([NH2:26])=[CH:22][CH:21]=2)[CH:17]([CH3:19])[CH3:18])[CH:15]=[CH:14][N:13]=[CH:12]1, predict the reaction product. The product is: [F:1][C:2]1[CH:7]=[CH:6][C:5]([NH:8][C:9]([NH:26][C:23]2[CH:24]=[CH:25][C:20]([CH:16]([N:11]3[CH:15]=[CH:14][N:13]=[CH:12]3)[CH:17]([CH3:19])[CH3:18])=[CH:21][CH:22]=2)=[O:10])=[CH:4][CH:3]=1. (3) Given the reactants C([O:4][C:5]1[CH:6]=[C:7]([CH2:14][C:15]([NH:17][C:18]2[N:23]=[CH:22][C:21]([CH:24]([CH3:30])[CH2:25][C:26]([O:28][CH3:29])=[O:27])=[CH:20][CH:19]=2)=[O:16])[CH:8]=[CH:9][C:10]=1[N+:11]([O-:13])=[O:12])(=O)C.N1CCCCC1, predict the reaction product. The product is: [OH:4][C:5]1[CH:6]=[C:7]([CH2:14][C:15]([NH:17][C:18]2[N:23]=[CH:22][C:21]([CH:24]([CH3:30])[CH2:25][C:26]([O:28][CH3:29])=[O:27])=[CH:20][CH:19]=2)=[O:16])[CH:8]=[CH:9][C:10]=1[N+:11]([O-:13])=[O:12]. (4) Given the reactants [C@H:1]12[N:8]([C:9]([O:11][CH2:12][C:13]3[CH:18]=[CH:17][CH:16]=[CH:15][CH:14]=3)=[O:10])[CH2:7][C@H:6]1[CH2:5][CH2:4][NH:3][CH2:2]2.Cl[C:20]1[N:25]=[C:24]([CH3:26])[CH:23]=[C:22]([CH3:27])[N:21]=1.C([O-])([O-])=O.[Cs+].[Cs+], predict the reaction product. The product is: [CH3:27][C:22]1[CH:23]=[C:24]([CH3:26])[N:25]=[C:20]([N:3]2[CH2:4][CH2:5][C@H:6]3[C@H:1]([N:8]([C:9]([O:11][CH2:12][C:13]4[CH:18]=[CH:17][CH:16]=[CH:15][CH:14]=4)=[O:10])[CH2:7]3)[CH2:2]2)[N:21]=1. (5) Given the reactants [C:1]([O:5][C:6]([C:8]1[C:26]([F:27])=[CH:25][C:11]([O:12][CH2:13][CH:14]2[CH2:17][N:16]([C:18]([O:20][C:21]([CH3:24])([CH3:23])[CH3:22])=[O:19])[CH2:15]2)=[C:10](Cl)[CH:9]=1)=[O:7])([CH3:4])([CH3:3])[CH3:2].[CH:29]1(B(O)O)[CH2:31][CH2:30]1.P([O-])([O-])([O-])=O.[K+].[K+].[K+].F[B-](F)(F)F.C1(P(C2CCCCC2)C2CCCCC2)CCCCC1, predict the reaction product. The product is: [C:1]([O:5][C:6]([C:8]1[C:26]([F:27])=[CH:25][C:11]([O:12][CH2:13][CH:14]2[CH2:17][N:16]([C:18]([O:20][C:21]([CH3:24])([CH3:23])[CH3:22])=[O:19])[CH2:15]2)=[C:10]([CH:29]2[CH2:31][CH2:30]2)[CH:9]=1)=[O:7])([CH3:4])([CH3:3])[CH3:2].